This data is from Forward reaction prediction with 1.9M reactions from USPTO patents (1976-2016). The task is: Predict the product of the given reaction. (1) Given the reactants C(NC(C)C)(C)C.[Li]CCCC.[Br:13][C:14]1[CH:19]=[CH:18][C:17]([F:20])=[C:16]([F:21])[CH:15]=1.Cl[Si:23]([CH3:26])([CH3:25])[CH3:24], predict the reaction product. The product is: [Br:13][C:14]1[C:15]([Si:23]([CH3:26])([CH3:25])[CH3:24])=[C:16]([F:21])[C:17]([F:20])=[CH:18][CH:19]=1. (2) Given the reactants [O:1]=[C:2]1[CH2:6][CH2:5][CH2:4][N:3]1[CH2:7][CH2:8][O:9][C:10]1[CH:11]=[C:12]([CH:16]=[CH:17][N:18]=1)[C:13]([OH:15])=O.CN(C(ON1N=NC2C=CC=NC1=2)=[N+](C)C)C.F[P-](F)(F)(F)(F)F.C(N(C(C)C)C(C)C)C.[O:52]1[CH2:57][CH2:56][O:55][CH2:54][CH:53]1[C:58]1[C:66]2[S:65][C:64]([NH2:67])=[N:63][C:62]=2[C:61]([O:68][CH3:69])=[CH:60][CH:59]=1, predict the reaction product. The product is: [O:52]1[CH2:57][CH2:56][O:55][CH2:54][CH:53]1[C:58]1[C:66]2[S:65][C:64]([NH:67][C:13](=[O:15])[C:12]3[CH:16]=[CH:17][N:18]=[C:10]([O:9][CH2:8][CH2:7][N:3]4[CH2:4][CH2:5][CH2:6][C:2]4=[O:1])[CH:11]=3)=[N:63][C:62]=2[C:61]([O:68][CH3:69])=[CH:60][CH:59]=1. (3) Given the reactants [CH2:1]([O:8][C:9]1[CH:14]=[CH:13][C:12]([NH:15][C:16]2[C:25]3[C:20](=[CH:21][CH:22]=[C:23](Br)[CH:24]=3)[N:19]=[CH:18][N:17]=2)=[CH:11][CH:10]=1)[C:2]1[CH:7]=[CH:6][CH:5]=[CH:4][CH:3]=1.C([Sn](CCCC)(CCCC)[C:32]1[S:33][CH:34]=[CH:35][CH:36]=1)CCC, predict the reaction product. The product is: [CH2:1]([O:8][C:9]1[CH:14]=[CH:13][C:12]([NH:15][C:16]2[C:25]3[C:20](=[CH:21][CH:22]=[C:23]([C:32]4[S:33][CH:34]=[CH:35][CH:36]=4)[CH:24]=3)[N:19]=[CH:18][N:17]=2)=[CH:11][CH:10]=1)[C:2]1[CH:7]=[CH:6][CH:5]=[CH:4][CH:3]=1.